Dataset: Catalyst prediction with 721,799 reactions and 888 catalyst types from USPTO. Task: Predict which catalyst facilitates the given reaction. (1) Reactant: [CH3:1][Li].[OH:3][CH:4]1[CH:9]2[C:10]([CH3:16])([CH3:15])[CH:11]3[CH2:14][C:8]2([CH2:13][CH2:12]3)[C:7]([CH3:18])([CH3:17])[CH2:6][C:5]1=[O:19].[Cl-].[NH4+]. Product: [CH3:17][C:7]1([CH3:18])[CH2:6][C:5]([CH3:1])([OH:19])[CH:4]([OH:3])[CH:9]2[C:10]([CH3:15])([CH3:16])[CH:11]3[CH2:14][C:8]12[CH2:13][CH2:12]3. The catalyst class is: 27. (2) Reactant: [C:1]1([C@H:7]2[N:21]3[C:22]4[C:14]([C:15]5[C:16](=[O:23])[CH2:17][CH2:18][CH2:19][C:20]=53)=[CH:13][CH:12]=[CH:11][C:10]=4[O:9][CH2:8]2)[CH:6]=[CH:5][CH:4]=[CH:3][CH:2]=1.[Cl-].[Li+].[Br-].[Li+].C(=O)([O-])[O-].[Li+].[Li+]. Product: [C:1]1([C@H:7]2[N:21]3[C:22]4[C:14]([C:15]5[C:20]3=[CH:19][CH:18]=[CH:17][C:16]=5[OH:23])=[CH:13][CH:12]=[CH:11][C:10]=4[O:9][CH2:8]2)[CH:2]=[CH:3][CH:4]=[CH:5][CH:6]=1. The catalyst class is: 248. (3) Reactant: CON(C)[C:4](=[O:13])[CH2:5][C:6]1[CH:7]=[C:8]([CH3:12])[CH:9]=[CH:10][CH:11]=1.[C:15]1([Mg]Br)[CH:20]=[CH:19][CH:18]=[CH:17][CH:16]=1. Product: [C:15]1([C:4](=[O:13])[CH2:5][C:6]2[CH:7]=[C:8]([CH3:12])[CH:9]=[CH:10][CH:11]=2)[CH:20]=[CH:19][CH:18]=[CH:17][CH:16]=1. The catalyst class is: 1. (4) Reactant: [CH3:1][N:2]([CH3:13])/[C:3](/SC)=[N:4]/[C:5](=O)[CH:6]=[C:7]([CH3:9])[CH3:8].[CH3:14][NH:15][NH2:16]. Product: [CH3:1][N:2]([CH3:13])[C:3]1[N:4]=[C:5]([CH:6]=[C:7]([CH3:9])[CH3:8])[N:15]([CH3:14])[N:16]=1. The catalyst class is: 13. (5) Reactant: [NH2:1][CH2:2][CH2:3][NH:4][C:5](=[O:11])[O:6][C:7]([CH3:10])([CH3:9])[CH3:8].[C:12]1([CH2:18][C:19](Cl)=[O:20])[CH:17]=[CH:16][CH:15]=[CH:14][CH:13]=1. Product: [C:12]1([CH2:18][C:19]([NH:1][CH2:2][CH2:3][NH:4][C:5](=[O:11])[O:6][C:7]([CH3:8])([CH3:10])[CH3:9])=[O:20])[CH:17]=[CH:16][CH:15]=[CH:14][CH:13]=1. The catalyst class is: 2. (6) Reactant: [OH-].[Li+].[Br:3][C:4]1[CH:5]=[CH:6][C:7]([O:22][CH2:23][C:24]2[CH:29]=[CH:28][CH:27]=[C:26]([O:30][CH3:31])[CH:25]=2)=[C:8]([CH:21]=1)[C:9]([O:11]CC1C=CC=C(OC)C=1)=[O:10]. Product: [Br:3][C:4]1[CH:5]=[CH:6][C:7]([O:22][CH2:23][C:24]2[CH:29]=[CH:28][CH:27]=[C:26]([O:30][CH3:31])[CH:25]=2)=[C:8]([CH:21]=1)[C:9]([OH:11])=[O:10]. The catalyst class is: 90.